Dataset: NCI-60 drug combinations with 297,098 pairs across 59 cell lines. Task: Regression. Given two drug SMILES strings and cell line genomic features, predict the synergy score measuring deviation from expected non-interaction effect. (1) Drug 1: CS(=O)(=O)C1=CC(=C(C=C1)C(=O)NC2=CC(=C(C=C2)Cl)C3=CC=CC=N3)Cl. Drug 2: C1CCC(C(C1)N)N.C(=O)(C(=O)[O-])[O-].[Pt+4]. Cell line: SF-539. Synergy scores: CSS=10.9, Synergy_ZIP=-2.84, Synergy_Bliss=1.20, Synergy_Loewe=-2.95, Synergy_HSA=2.73. (2) Drug 1: CC1=C2C(C(=O)C3(C(CC4C(C3C(C(C2(C)C)(CC1OC(=O)C(C(C5=CC=CC=C5)NC(=O)OC(C)(C)C)O)O)OC(=O)C6=CC=CC=C6)(CO4)OC(=O)C)O)C)O. Drug 2: CN1C2=C(C=C(C=C2)N(CCCl)CCCl)N=C1CCCC(=O)O.Cl. Cell line: A549. Synergy scores: CSS=-5.68, Synergy_ZIP=4.55, Synergy_Bliss=5.88, Synergy_Loewe=-1.14, Synergy_HSA=-1.19. (3) Cell line: HCT116. Synergy scores: CSS=66.2, Synergy_ZIP=-2.41, Synergy_Bliss=-2.09, Synergy_Loewe=-3.87, Synergy_HSA=2.33. Drug 1: C1=C(C(=O)NC(=O)N1)N(CCCl)CCCl. Drug 2: CC1=C(N=C(N=C1N)C(CC(=O)N)NCC(C(=O)N)N)C(=O)NC(C(C2=CN=CN2)OC3C(C(C(C(O3)CO)O)O)OC4C(C(C(C(O4)CO)O)OC(=O)N)O)C(=O)NC(C)C(C(C)C(=O)NC(C(C)O)C(=O)NCCC5=NC(=CS5)C6=NC(=CS6)C(=O)NCCC[S+](C)C)O. (4) Drug 1: COC1=C(C=C2C(=C1)N=CN=C2NC3=CC(=C(C=C3)F)Cl)OCCCN4CCOCC4. Drug 2: CC1CCCC2(C(O2)CC(NC(=O)CC(C(C(=O)C(C1O)C)(C)C)O)C(=CC3=CSC(=N3)C)C)C. Cell line: RPMI-8226. Synergy scores: CSS=32.1, Synergy_ZIP=7.41, Synergy_Bliss=10.3, Synergy_Loewe=4.96, Synergy_HSA=6.54. (5) Drug 1: CC1OCC2C(O1)C(C(C(O2)OC3C4COC(=O)C4C(C5=CC6=C(C=C35)OCO6)C7=CC(=C(C(=C7)OC)O)OC)O)O. Drug 2: C#CCC(CC1=CN=C2C(=N1)C(=NC(=N2)N)N)C3=CC=C(C=C3)C(=O)NC(CCC(=O)O)C(=O)O. Cell line: SF-268. Synergy scores: CSS=10.3, Synergy_ZIP=-8.98, Synergy_Bliss=-5.17, Synergy_Loewe=-5.41, Synergy_HSA=-5.31. (6) Drug 1: C1CCN(CC1)CCOC2=CC=C(C=C2)C(=O)C3=C(SC4=C3C=CC(=C4)O)C5=CC=C(C=C5)O. Drug 2: C1=CC(=C2C(=C1NCCNCCO)C(=O)C3=C(C=CC(=C3C2=O)O)O)NCCNCCO. Cell line: CAKI-1. Synergy scores: CSS=52.9, Synergy_ZIP=4.53, Synergy_Bliss=5.21, Synergy_Loewe=2.28, Synergy_HSA=7.08.